From a dataset of Full USPTO retrosynthesis dataset with 1.9M reactions from patents (1976-2016). Predict the reactants needed to synthesize the given product. (1) The reactants are: [S:1](=[O:5])(=O)([OH:3])[OH:2].[C:6]1([P:12]([C:19]2[CH:24]=[CH:23][CH:22]=[CH:21][CH:20]=2)[C:13]2[CH:18]=[CH:17][CH:16]=[CH:15][CH:14]=2)[CH:11]=[CH:10][CH:9]=[CH:8][CH:7]=1.[OH-].[Na+:26]. Given the product [C:19]1([P:12]([C:6]2[CH:7]=[CH:8][CH:9]=[CH:10][CH:11]=2)[C:13]2[CH:14]=[C:15]([S:1]([O-:3])(=[O:5])=[O:2])[CH:16]=[CH:17][CH:18]=2)[CH:20]=[CH:21][CH:22]=[CH:23][CH:24]=1.[Na+:26], predict the reactants needed to synthesize it. (2) Given the product [CH3:1][C:2]1[C:6]2[CH:7]=[CH:8][C:9]([C:11]([F:12])([F:13])[F:14])=[CH:10][C:5]=2[S:4][C:3]=1[CH:15]([OH:26])[CH2:16][CH2:17][O:18][CH2:19][C:20]1[CH:25]=[CH:24][CH:23]=[CH:22][CH:21]=1, predict the reactants needed to synthesize it. The reactants are: [CH3:1][C:2]1[C:6]2[CH:7]=[CH:8][C:9]([C:11]([F:14])([F:13])[F:12])=[CH:10][C:5]=2[S:4][C:3]=1[C:15](=[O:26])[CH2:16][CH2:17][O:18][CH2:19][C:20]1[CH:25]=[CH:24][CH:23]=[CH:22][CH:21]=1.[H-].C([Al+]CC(C)C)C(C)C.O. (3) Given the product [Cl:1][C:2]([Cl:6])([Cl:5])[CH2:3][O:4][C:20](=[O:21])[C:19]1[CH:23]=[CH:24][C:16]([CH2:15][Br:14])=[CH:17][CH:18]=1, predict the reactants needed to synthesize it. The reactants are: [Cl:1][C:2]([Cl:6])([Cl:5])[CH2:3][OH:4].CCN(CC)CC.[Br:14][CH2:15][C:16]1[CH:24]=[CH:23][C:19]([C:20](Br)=[O:21])=[CH:18][CH:17]=1.O. (4) Given the product [Cl:1][C:2]1[C:3]([F:12])=[C:4]([CH:8]=[CH:9][C:10]=1[F:11])[C:5]([Cl:16])=[O:6], predict the reactants needed to synthesize it. The reactants are: [Cl:1][C:2]1[C:3]([F:12])=[C:4]([CH:8]=[CH:9][C:10]=1[F:11])[C:5](O)=[O:6].C(Cl)(=O)C([Cl:16])=O. (5) The reactants are: [N+:1]([C:4]1[CH:9]=[CH:8][CH:7]=[CH:6][C:5]=1[OH:10])([O-:3])=[O:2].[Cl:11][CH2:12][CH2:13]OS(C1C=CC(C)=CC=1)(=O)=O.C(=O)([O-])[O-].[K+].[K+].O. Given the product [Cl:11][CH2:12][CH2:13][O:10][C:5]1[CH:6]=[CH:7][CH:8]=[CH:9][C:4]=1[N+:1]([O-:3])=[O:2], predict the reactants needed to synthesize it. (6) Given the product [Cl:46][C:27]1[CH:26]=[CH:25][C:19]([O:20][CH2:21][C:22]([OH:24])=[O:23])=[C:18]([CH2:17][N:14]2[CH2:13][CH2:12][N:11]([C:41](=[O:42])[CH2:40][C:37]3[CH:38]=[CH:39][C:34]([Cl:33])=[CH:35][CH:36]=3)[CH2:16][CH2:15]2)[CH:28]=1, predict the reactants needed to synthesize it. The reactants are: FC1C=CC(S([N:11]2[CH2:16][CH2:15][N:14]([CH2:17][C:18]3[CH:28]=[C:27](C(F)(F)F)[CH:26]=[CH:25][C:19]=3[O:20][CH2:21][C:22]([OH:24])=[O:23])[CH2:13][CH2:12]2)(=O)=O)=CC=1.[Cl:33][C:34]1[CH:39]=[CH:38][C:37]([CH2:40][C:41](Cl)=[O:42])=[CH:36][CH:35]=1.[OH-].[Na+].[ClH:46].